From a dataset of NCI-60 drug combinations with 297,098 pairs across 59 cell lines. Regression. Given two drug SMILES strings and cell line genomic features, predict the synergy score measuring deviation from expected non-interaction effect. (1) Drug 1: CC1C(C(CC(O1)OC2CC(CC3=C2C(=C4C(=C3O)C(=O)C5=C(C4=O)C(=CC=C5)OC)O)(C(=O)C)O)N)O.Cl. Drug 2: CC1=C2C(C(=O)C3(C(CC4C(C3C(C(C2(C)C)(CC1OC(=O)C(C(C5=CC=CC=C5)NC(=O)OC(C)(C)C)O)O)OC(=O)C6=CC=CC=C6)(CO4)OC(=O)C)O)C)O. Cell line: SW-620. Synergy scores: CSS=27.8, Synergy_ZIP=-16.1, Synergy_Bliss=-12.8, Synergy_Loewe=-26.1, Synergy_HSA=-11.1. (2) Drug 1: CN(C)C1=NC(=NC(=N1)N(C)C)N(C)C. Drug 2: CC1=C2C(C(=O)C3(C(CC4C(C3C(C(C2(C)C)(CC1OC(=O)C(C(C5=CC=CC=C5)NC(=O)OC(C)(C)C)O)O)OC(=O)C6=CC=CC=C6)(CO4)OC(=O)C)O)C)O. Cell line: HCT-15. Synergy scores: CSS=4.78, Synergy_ZIP=1.89, Synergy_Bliss=7.60, Synergy_Loewe=1.82, Synergy_HSA=4.15. (3) Drug 1: COC1=C(C=C2C(=C1)N=CN=C2NC3=CC(=C(C=C3)F)Cl)OCCCN4CCOCC4. Drug 2: CC(C)NC(=O)C1=CC=C(C=C1)CNNC.Cl. Cell line: CAKI-1. Synergy scores: CSS=45.7, Synergy_ZIP=-1.60, Synergy_Bliss=-2.13, Synergy_Loewe=-25.5, Synergy_HSA=-0.215. (4) Drug 1: CC1=CC=C(C=C1)C2=CC(=NN2C3=CC=C(C=C3)S(=O)(=O)N)C(F)(F)F. Drug 2: C1C(C(OC1N2C=C(C(=O)NC2=O)F)CO)O. Cell line: MALME-3M. Synergy scores: CSS=15.9, Synergy_ZIP=-5.53, Synergy_Bliss=-0.530, Synergy_Loewe=-0.604, Synergy_HSA=0.0539.